From a dataset of Reaction yield outcomes from USPTO patents with 853,638 reactions. Predict the reaction yield, written as a fraction of the theoretical maximum amount of product (1.0 means a 100% yield; for example, 0.34 means a 34% yield). (1) The reactants are Cl[C:2]1[N:7]=[C:6]([C:8]([F:11])([F:10])[F:9])[CH:5]=[CH:4][N:3]=1.[NH:12]1[CH2:17][CH2:16][NH:15][CH2:14][CH2:13]1.C(N(CC)CC)C. The catalyst is CN(C=O)C. The product is [N:12]1([C:2]2[N:7]=[C:6]([C:8]([F:11])([F:10])[F:9])[CH:5]=[CH:4][N:3]=2)[CH2:17][CH2:16][NH:15][CH2:14][CH2:13]1. The yield is 0.560. (2) The yield is 0.370. The product is [CH3:9][O:10][C:11]([C:13]1[CH:21]=[C:20]2[C:16]([C:17]3[CH:25]=[C:24]([CH3:26])[CH:23]=[N:22][C:18]=3[NH:19]2)=[C:15]([C:27]2[CH:32]=[CH:31][CH:30]=[C:29]([S:33]([CH2:36][CH3:37])(=[O:35])=[O:34])[CH:28]=2)[C:14]=1[Cl:1])=[O:12]. The catalyst is C(Cl)Cl. The reactants are [Cl:1]N1C(=O)CCC1=O.[CH3:9][O:10][C:11]([C:13]1[CH:21]=[C:20]2[C:16]([C:17]3[CH:25]=[C:24]([CH3:26])[CH:23]=[N:22][C:18]=3[NH:19]2)=[C:15]([C:27]2[CH:32]=[CH:31][CH:30]=[C:29]([S:33]([CH2:36][CH3:37])(=[O:35])=[O:34])[CH:28]=2)[CH:14]=1)=[O:12].CC(O)=O. (3) The reactants are C([NH:4][C@:5]1([C:22](NC(C)(C)C)=[O:23])[C@@H:9]([CH2:10][CH2:11][CH2:12][B:13]2[O:17]C(C)(C)C(C)(C)[O:14]2)[CH2:8][NH:7][CH2:6]1)(=O)C.C([N:36]1[CH2:41][CH2:40][CH2:39][C:38](=O)[CH2:37]1)(OC(C)(C)C)=O.S([O-])([O-])(=O)=[O:44].[Na+].[Na+].C(O)(=O)C.C(O[BH-](OC(=O)C)OC(=O)C)(=O)C.[Na+].C(=O)([O-])[O-].[Na+].[Na+]. The catalyst is ClCCCl. The product is [NH2:4][C@:5]1([C:22]([OH:23])=[O:44])[C@@H:9]([CH2:10][CH2:11][CH2:12][B:13]([OH:14])[OH:17])[CH2:8][N:7]([CH:38]2[CH2:39][CH2:40][CH2:41][NH:36][CH2:37]2)[CH2:6]1. The yield is 0.680. (4) The reactants are [Cl:1][C:2]([Cl:11])([Cl:10])[C:3]([C:5]1[NH:6][CH:7]=[CH:8][CH:9]=1)=[O:4].[Br:12]Br.O. The catalyst is C(Cl)(Cl)Cl. The product is [Br:12][C:8]1[CH:9]=[C:5]([C:3](=[O:4])[C:2]([Cl:1])([Cl:10])[Cl:11])[NH:6][CH:7]=1. The yield is 0.930. (5) The reactants are O.[NH2:2][NH2:3].[Br:4][C:5]1[CH:6]=[CH:7][C:8]([C:12]#[N:13])=[N:9][C:10]=1[CH3:11]. The catalyst is C(O)C. The product is [Br:4][C:5]1[CH:6]=[CH:7][C:8]([C:12](=[NH:13])[NH:2][NH2:3])=[N:9][C:10]=1[CH3:11]. The yield is 0.890. (6) The reactants are [Br:1][C:2]1[CH:3]=[C:4]([NH2:9])[C:5]([NH2:8])=[CH:6][CH:7]=1.[CH:10](OC)(OC)OC.Cl.C([O-])(O)=O.[Na+]. The catalyst is CN(C=O)C.O. The product is [Br:1][C:2]1[CH:7]=[CH:6][C:5]2[NH:8][CH:10]=[N:9][C:4]=2[CH:3]=1. The yield is 1.00. (7) The reactants are [O-][CH2:2]C.[Na+].[NH2:5][C:6]1[CH:11]=[C:10]([O:12][CH2:13][C:14]2[CH:19]=[CH:18][CH:17]=[CH:16][CH:15]=2)[C:9]([O:20][CH3:21])=[CH:8][C:7]=1[C:22](=[O:24])[CH3:23].C(OCC)=O.Cl. The catalyst is COCCOC.O. The product is [CH2:13]([O:12][C:10]1[CH:11]=[C:6]2[C:7]([C:22]([OH:24])=[CH:23][CH:2]=[N:5]2)=[CH:8][C:9]=1[O:20][CH3:21])[C:14]1[CH:19]=[CH:18][CH:17]=[CH:16][CH:15]=1. The yield is 0.720. (8) The reactants are Cl[C:2]1[N:6]([CH2:7][CH2:8][CH2:9][C:10]([O:12][CH2:13][CH3:14])=[O:11])[C:5]2[C:15]([CH:20]([CH2:23][CH3:24])[CH2:21][CH3:22])=[CH:16][CH:17]=[C:18]([Cl:19])[C:4]=2[N:3]=1.[Br:25][C:26]1[CH:32]=[C:31]([O:33][C:34]([F:37])([F:36])[F:35])[CH:30]=[CH:29][C:27]=1[NH2:28].O.C1(C)C=CC(S(O)(=O)=O)=CC=1.C(=O)([O-])O.[Na+]. The catalyst is C1(C)C(C)=CC=CC=1. The product is [Br:25][C:26]1[CH:32]=[C:31]([O:33][C:34]([F:36])([F:37])[F:35])[CH:30]=[CH:29][C:27]=1[NH:28][C:2]1[N:6]([CH2:7][CH2:8][CH2:9][C:10]([O:12][CH2:13][CH3:14])=[O:11])[C:5]2[C:15]([CH:20]([CH2:23][CH3:24])[CH2:21][CH3:22])=[CH:16][CH:17]=[C:18]([Cl:19])[C:4]=2[N:3]=1. The yield is 0.290. (9) The reactants are ClC[CH2:3][O:4][C:5]1[CH:6]=[C:7]2[C:12](=[CH:13][C:14]=1[O:15][CH3:16])[N:11]=[C:10]([C:17]1[CH:22]=[CH:21][CH:20]=[C:19]([C:23]3[CH:28]=[CH:27][CH:26]=[CH:25][CH:24]=3)[CH:18]=1)[N:9]=[C:8]2[NH:29][C:30]1[CH:31]=[C:32]2[C:36](=[CH:37][CH:38]=1)[N:35](C(OC(C)(C)C)=O)[N:34]=[CH:33]2.[CH3:46][N:47]([CH3:53])[C:48](=[O:52])[CH2:49][NH:50][CH3:51].[CH3:54]S(C)=O. No catalyst specified. The product is [NH:35]1[C:36]2[C:32](=[CH:31][C:30]([NH:29][C:8]3[C:7]4[C:12](=[CH:13][C:14]([O:15][CH3:16])=[C:5]([O:4][CH2:3][CH2:51][N:50]([CH3:54])[CH2:49][C:48]([N:47]([CH3:53])[CH3:46])=[O:52])[CH:6]=4)[N:11]=[C:10]([C:17]4[CH:22]=[CH:21][CH:20]=[C:19]([C:23]5[CH:28]=[CH:27][CH:26]=[CH:25][CH:24]=5)[CH:18]=4)[N:9]=3)=[CH:38][CH:37]=2)[CH:33]=[N:34]1. The yield is 0.740.